This data is from Forward reaction prediction with 1.9M reactions from USPTO patents (1976-2016). The task is: Predict the product of the given reaction. (1) Given the reactants [Br:1][C:2]1[CH:3]=[CH:4][C:5]([CH2:8]C(OC(C)(C)C)=O)=[N:6][CH:7]=1.[H-].[Na+].Cl[C:19]([C:27]1[CH:32]=[CH:31][C:30]([O:33][CH3:34])=[C:29]([O:35][CH3:36])[CH:28]=1)=[C:20]([C:24]([O-:26])=O)C([O-])=O.O, predict the reaction product. The product is: [Br:1][C:2]1[CH:3]=[CH:4][C:5]2[N:6]([C:24](=[O:26])[CH:20]=[C:19]([C:27]3[CH:32]=[CH:31][C:30]([O:33][CH3:34])=[C:29]([O:35][CH3:36])[CH:28]=3)[CH:8]=2)[CH:7]=1. (2) Given the reactants Cl.[CH2:2]([N:4]1[N:8]=[N:7][C:6]([CH2:9][N:10]2[C:15]3[CH:16]=[C:17]([C:19]4[CH:24]=[CH:23][CH:22]=[CH:21][CH:20]=4)[S:18][C:14]=3[C:13](=[O:25])[N:12]([CH:26]3[CH2:31][CH2:30][NH:29][CH2:28][CH2:27]3)[C:11]2=[O:32])=[N:5]1)[CH3:3].[CH3:33][O:34][C:35]1[C:36]([O:58][CH3:59])=[CH:37][C:38]2[C@H:39]3[CH2:57][S:56][CH2:55][CH2:54][C@H:40]3[N:41]=[C:42]([C:45]3[CH:53]=[CH:52][C:48]([C:49](O)=[O:50])=[CH:47][CH:46]=3)[C:43]=2[CH:44]=1.CN(C(ON1N=NC2C=CC=CC1=2)=[N+](C)C)C.F[P-](F)(F)(F)(F)F.CCN(C(C)C)C(C)C.C(=O)(O)[O-].[Na+], predict the reaction product. The product is: [CH3:33][O:34][C:35]1[C:36]([O:58][CH3:59])=[CH:37][C:38]2[C@H:39]3[CH2:57][S:56][CH2:55][CH2:54][C@H:40]3[N:41]=[C:42]([C:45]3[CH:46]=[CH:47][C:48]([C:49]([N:29]4[CH2:30][CH2:31][CH:26]([N:12]5[C:13](=[O:25])[C:14]6[S:18][C:17]([C:19]7[CH:24]=[CH:23][CH:22]=[CH:21][CH:20]=7)=[CH:16][C:15]=6[N:10]([CH2:9][C:6]6[N:7]=[N:8][N:4]([CH2:2][CH3:3])[N:5]=6)[C:11]5=[O:32])[CH2:27][CH2:28]4)=[O:50])=[CH:52][CH:53]=3)[C:43]=2[CH:44]=1. (3) Given the reactants Cl[C:2]1[C:11]2[C:6](=[CH:7][C:8]([C:12]3[C:13]([CH3:18])=[N:14][O:15][C:16]=3[CH3:17])=[CH:9][CH:10]=2)[N:5]=[CH:4][C:3]=1[C:19]([OH:21])=[O:20].[NH2:22][C:23]1[CH:24]=[C:25]([CH:31]=[CH:32][CH:33]=1)[C:26]([O:28][CH2:29][CH3:30])=[O:27], predict the reaction product. The product is: [CH3:18][C:13]1[C:12]([C:8]2[CH:7]=[C:6]3[C:11]([C:2]([NH:22][C:23]4[CH:33]=[CH:32][CH:31]=[C:25]([C:26]([O:28][CH2:29][CH3:30])=[O:27])[CH:24]=4)=[C:3]([C:19]([OH:21])=[O:20])[CH:4]=[N:5]3)=[CH:10][CH:9]=2)=[C:16]([CH3:17])[O:15][N:14]=1. (4) Given the reactants [CH2:1]([CH2:6][NH2:7])[CH2:2][C:3]([OH:5])=[O:4].[NH2:8][CH2:9][C:10]([NH:12][CH2:13][C:14]([NH:16][CH2:17][C:18]([NH:20][CH2:21][CH2:22][C:23]([O:25]C(C)(C)C)=[O:24])=[O:19])=[O:15])=[O:11].O, predict the reaction product. The product is: [CH2:1]([CH2:6][NH2:7])[CH2:2][C:3]([OH:5])=[O:4].[NH2:8][CH2:9][C:10]([NH:12][CH2:13][C:14]([NH:16][CH2:17][C:18]([NH:20][CH2:21][CH2:22][C:23]([OH:25])=[O:24])=[O:19])=[O:15])=[O:11]. (5) The product is: [CH3:10][O:11][C:12]1[CH:13]=[CH:14][C:15]([CH2:18][N:19]2[C:27]3[CH:26]=[CH:25][CH:24]=[C:23]([NH:28][C:2]4[CH:7]=[CH:6][N:5]=[C:4]([S:8][CH3:9])[N:3]=4)[C:22]=3[C:21]([CH3:29])=[N:20]2)=[CH:16][CH:17]=1. Given the reactants Cl[C:2]1[CH:7]=[CH:6][N:5]=[C:4]([S:8][CH3:9])[N:3]=1.[CH3:10][O:11][C:12]1[CH:17]=[CH:16][C:15]([CH2:18][N:19]2[C:27]3[CH:26]=[CH:25][CH:24]=[C:23]([NH2:28])[C:22]=3[C:21]([CH3:29])=[N:20]2)=[CH:14][CH:13]=1, predict the reaction product. (6) Given the reactants O.O.O.O.[C:5]([O-:8])(=[O:7])[CH3:6].[Er+3:9].[C:10]([O-:13])(=[O:12])[CH3:11].[C:14]([O-:17])(=[O:16])[CH3:15].[CH3:18][N:19]1[CH2:23][CH2:22][CH2:21][C:20]1=[O:24], predict the reaction product. The product is: [C:5]([O-:8])(=[O:7])[CH3:6].[Er+3:9].[C:10]([O-:13])(=[O:12])[CH3:11].[C:14]([O-:17])(=[O:16])[CH3:15].[CH3:18][N:19]1[C:20](=[O:24])[CH2:21][CH2:22][CH2:23]1. (7) Given the reactants [Cl:1][C:2]1[CH:10]=[CH:9][C:5]([C:6](Cl)=[O:7])=[CH:4][CH:3]=1.Cl.Cl.[NH:13]1[CH2:18][CH2:17][CH:16]([NH:19][C:20]2[S:21][CH:22]=[C:23](/[CH:25]=[CH:26]/[C:27]([O:29][CH2:30][CH3:31])=[O:28])[N:24]=2)[CH2:15][CH2:14]1.C(N(CC)CC)C.C(=O)([O-])O.[Na+], predict the reaction product. The product is: [Cl:1][C:2]1[CH:10]=[CH:9][C:5]([C:6]([N:13]2[CH2:14][CH2:15][CH:16]([NH:19][C:20]3[S:21][CH:22]=[C:23](/[CH:25]=[CH:26]/[C:27]([O:29][CH2:30][CH3:31])=[O:28])[N:24]=3)[CH2:17][CH2:18]2)=[O:7])=[CH:4][CH:3]=1. (8) Given the reactants [H-].[Na+].[Cl:3][C:4]1[CH:11]=[C:10]([NH:12][C@H:13]2[CH2:17][C:16](=[O:18])[N:15]([CH3:19])[CH2:14]2)[CH:9]=[CH:8][C:5]=1[C:6]#[N:7].I[CH2:21][C:22]1[CH:27]=[CH:26][CH:25]=[CH:24][C:23]=1[CH3:28].[NH4+].[Cl-], predict the reaction product. The product is: [Cl:3][C:4]1[CH:11]=[C:10]([N:12]([C@H:13]2[CH2:17][C:16](=[O:18])[N:15]([CH3:19])[CH2:14]2)[CH2:21][C:22]2[CH:27]=[CH:26][CH:25]=[CH:24][C:23]=2[CH3:28])[CH:9]=[CH:8][C:5]=1[C:6]#[N:7]. (9) Given the reactants Br[C:2]1[CH:8]=[C:7]([F:9])[CH:6]=[C:5]([Cl:10])[C:3]=1[NH2:4].C(NC(C)C)(C)C.[CH3:18][Si:19]([C:22]#[CH:23])([CH3:21])[CH3:20].C(OCC)(=O)C, predict the reaction product. The product is: [Cl:10][C:5]1[CH:6]=[C:7]([F:9])[CH:8]=[C:2]([C:23]#[C:22][Si:19]([CH3:21])([CH3:20])[CH3:18])[C:3]=1[NH2:4]. (10) Given the reactants C(OC([N:11]1[CH2:15][CH2:14][C@H:13]([O:16][CH2:17][CH2:18][O:19][CH2:20][CH2:21][O:22][CH2:23][CH2:24][O:25]CC2C=CC=CC=2)[CH2:12]1)=O)C1C=CC=CC=1, predict the reaction product. The product is: [NH:11]1[CH2:15][CH2:14][C@H:13]([O:16][CH2:17][CH2:18][O:19][CH2:20][CH2:21][O:22][CH2:23][CH2:24][OH:25])[CH2:12]1.